The task is: Predict the product of the given reaction.. This data is from Forward reaction prediction with 1.9M reactions from USPTO patents (1976-2016). (1) Given the reactants Cl[CH2:2][C:3]1[CH:8]=[CH:7][C:6]([CH2:9][OH:10])=[CH:5][CH:4]=1.[F:11][C:12]([F:21])([F:20])[C:13]1[CH:14]=[CH:15][C:16]([OH:19])=[N:17][CH:18]=1.C(=O)([O-])[O-].[K+].[K+], predict the reaction product. The product is: [OH:10][CH2:9][C:6]1[CH:7]=[CH:8][C:3]([CH2:2][N:17]2[CH:18]=[C:13]([C:12]([F:20])([F:21])[F:11])[CH:14]=[CH:15][C:16]2=[O:19])=[CH:4][CH:5]=1. (2) Given the reactants [OH:1][C:2]1[CH:7]=[CH:6][C:5]([N:8]=[N:9][C:10]2[CH:15]=[CH:14][C:13]([N+:16]([O-:18])=[O:17])=[CH:12][CH:11]=2)=[CH:4][CH:3]=1.Cl[CH2:20][CH2:21][CH2:22][CH2:23][CH2:24][CH2:25][OH:26].C(=O)([O-])[O-].[K+].[K+].[I-].[K+], predict the reaction product. The product is: [OH:26][CH2:25][CH2:24][CH2:23][CH2:22][CH2:21][CH2:20][O:1][C:2]1[CH:7]=[CH:6][C:5]([N:8]=[N:9][C:10]2[CH:15]=[CH:14][C:13]([N+:16]([O-:18])=[O:17])=[CH:12][CH:11]=2)=[CH:4][CH:3]=1. (3) Given the reactants Cl.[CH3:2][C:3]1([CH3:24])[CH:12]=[CH:11][C:10]2[C:5](=[C:6]([CH2:13][N:14]3[CH2:18][CH2:17][C:16]4([CH2:23][CH2:22][NH:21][CH2:20][CH2:19]4)[CH2:15]3)[CH:7]=[CH:8][CH:9]=2)[O:4]1.[C:25](O)(=[O:32])[C:26]1[CH:31]=[CH:30][N:29]=[CH:28][CH:27]=1.CCN=C=NCCCN(C)C.C1C=CC2N(O)N=NC=2C=1.CCN(CC)CC, predict the reaction product. The product is: [CH3:2][C:3]1([CH3:24])[CH:12]=[CH:11][C:10]2[C:5](=[C:6]([CH2:13][N:14]3[CH2:18][CH2:17][C:16]4([CH2:23][CH2:22][N:21]([C:25](=[O:32])[C:26]5[CH:31]=[CH:30][N:29]=[CH:28][CH:27]=5)[CH2:20][CH2:19]4)[CH2:15]3)[CH:7]=[CH:8][CH:9]=2)[O:4]1. (4) Given the reactants [CH3:1][O:2][C:3]1[CH:4]=[C:5]2[C:9](=[CH:10][CH:11]=1)[NH:8][N:7]=[CH:6]2.[I:12]I.[OH-].[K+].S(=O)(O)[O-].[Na+], predict the reaction product. The product is: [I:12][C:6]1[C:5]2[C:9](=[CH:10][CH:11]=[C:3]([O:2][CH3:1])[CH:4]=2)[NH:8][N:7]=1. (5) Given the reactants [OH:1][C:2]1[CH:11]=[CH:10][C:9]([N+:12]([O-:14])=[O:13])=[CH:8][C:3]=1[C:4]([O:6][CH3:7])=[O:5].[Cl:15][C:16]1[CH:21]=[CH:20][C:19]([CH:22]([C:24]2[CH:29]=[CH:28][CH:27]=[CH:26][C:25]=2[F:30])O)=[CH:18][CH:17]=1.C1(C)C=CC=CC=1.C1(P(C2C=CC=CC=2)C2C=CC=CC=2)C=CC=CC=1, predict the reaction product. The product is: [Cl:15][C:16]1[CH:17]=[CH:18][C:19]([CH:22]([C:24]2[CH:29]=[CH:28][CH:27]=[CH:26][C:25]=2[F:30])[O:1][C:2]2[CH:11]=[CH:10][C:9]([N+:12]([O-:14])=[O:13])=[CH:8][C:3]=2[C:4]([O:6][CH3:7])=[O:5])=[CH:20][CH:21]=1. (6) Given the reactants [F:1][C:2]1[CH:7]=[CH:6][C:5]([CH:8]=[CH:9][C:10]2[CH:15]=[CH:14][CH:13]=[CH:12][N+:11]=2[O-])=[CH:4][CH:3]=1.COS(OC)(=O)=O.[C-:24]#[N:25].[Na+], predict the reaction product. The product is: [F:1][C:2]1[CH:7]=[CH:6][C:5]([CH:8]=[CH:9][C:10]2[N:11]=[C:12]([C:24]#[N:25])[CH:13]=[CH:14][CH:15]=2)=[CH:4][CH:3]=1. (7) Given the reactants Br[C:2]1[S:3][C:4]([NH:16]C(=O)OC(C)(C)C)=[C:5]([C:7](=[O:15])[NH:8][C:9]2[CH:10]=[N:11][N:12]([CH3:14])[CH:13]=2)[N:6]=1.B1([C:33]2[CH:38]=[CH:37][CH:36]=[C:35]([CH2:39][N:40]3[CH2:45][CH2:44][O:43][CH2:42][CH2:41]3)[CH:34]=2)OC(C)(C)C(C)(C)O1, predict the reaction product. The product is: [NH2:16][C:4]1[S:3][C:2]([C:37]2[CH:38]=[CH:33][CH:34]=[C:35]([CH2:39][N:40]3[CH2:45][CH2:44][O:43][CH2:42][CH2:41]3)[CH:36]=2)=[N:6][C:5]=1[C:7]([NH:8][C:9]1[CH:10]=[N:11][N:12]([CH3:14])[CH:13]=1)=[O:15]. (8) Given the reactants [Cl:1][C:2]1[CH:7]=[CH:6]N=[C:4]2[CH:8]=[CH:9][S:10][C:3]=12.[CH3:11]CCCCC.[Li]CCCC.Br[C:23]1[N:28]=[C:27]([CH2:29][N:30]([CH2:38][CH2:39][O:40][CH3:41])[C:31](=[O:37])[O:32][C:33]([CH3:36])([CH3:35])[CH3:34])[CH:26]=[CH:25][CH:24]=1, predict the reaction product. The product is: [Cl:1][C:2]1[C:3]2[S:10][C:9]([C:23]3[N:28]=[C:27]([CH2:29][N:30]([CH2:38][CH2:39][O:40][CH3:41])[C:31](=[O:37])[O:32][C:33]([CH3:36])([CH3:35])[CH3:34])[CH:26]=[CH:25][CH:24]=3)=[CH:8][C:4]=2[CH:11]=[CH:6][CH:7]=1. (9) Given the reactants [C:1](OC(=O)C)(=[O:3])[CH3:2].[F:8][C:9]([F:29])([F:28])[C:10]1[CH:11]=[CH:12][C:13]([O:16][C:17]2[CH:27]=[CH:26][C:20]([O:21][CH:22]([CH3:25])[CH2:23][OH:24])=[CH:19][CH:18]=2)=[N:14][CH:15]=1.C(N(CC)CC)C, predict the reaction product. The product is: [C:1]([O:24][CH2:23][CH:22]([O:21][C:20]1[CH:26]=[CH:27][C:17]([O:16][C:13]2[CH:12]=[CH:11][C:10]([C:9]([F:28])([F:8])[F:29])=[CH:15][N:14]=2)=[CH:18][CH:19]=1)[CH3:25])(=[O:3])[CH3:2]. (10) Given the reactants [F:1][C:2]([F:44])([F:43])[C:3]1[CH:4]=[C:5]([N:13]([CH3:42])[C:14]([N:16]([CH3:41])[C@H:17]2[C@H:21]([C:22]3[CH:27]=[CH:26][C:25]([F:28])=[CH:24][CH:23]=3)[CH2:20][N:19]([C:29](OC3C=CC([N+]([O-])=O)=CC=3)=[O:30])[CH2:18]2)=[O:15])[CH:6]=[C:7]([C:9]([F:12])([F:11])[F:10])[CH:8]=1.[F:45][C:46]1([F:52])[CH2:51][CH2:50][NH:49][CH2:48][CH2:47]1, predict the reaction product. The product is: [F:12][C:9]([F:10])([F:11])[C:7]1[CH:6]=[C:5]([N:13]([CH3:42])[C:14]([N:16]([C@H:17]2[C@H:21]([C:22]3[CH:27]=[CH:26][C:25]([F:28])=[CH:24][CH:23]=3)[CH2:20][N:19]([C:29]([N:49]3[CH2:50][CH2:51][C:46]([F:52])([F:45])[CH2:47][CH2:48]3)=[O:30])[CH2:18]2)[CH3:41])=[O:15])[CH:4]=[C:3]([C:2]([F:1])([F:43])[F:44])[CH:8]=1.